Dataset: Reaction yield outcomes from USPTO patents with 853,638 reactions. Task: Predict the reaction yield, written as a fraction of the theoretical maximum amount of product (1.0 means a 100% yield; for example, 0.34 means a 34% yield). The reactants are [CH3:1][N:2]1[C:6]([C:7]2[CH:8]=[C:9]([NH:22]C(=O)C)[CH:10]=[CH:11][C:12]=2[O:13][CH2:14][CH2:15][N:16]2[CH2:21][CH2:20][CH2:19][CH2:18][CH2:17]2)=[CH:5][CH:4]=[N:3]1.[OH-].[Na+]. The catalyst is C(O)C. The product is [CH3:1][N:2]1[C:6]([C:7]2[CH:8]=[C:9]([NH2:22])[CH:10]=[CH:11][C:12]=2[O:13][CH2:14][CH2:15][N:16]2[CH2:21][CH2:20][CH2:19][CH2:18][CH2:17]2)=[CH:5][CH:4]=[N:3]1. The yield is 0.971.